Dataset: Drug-target binding data from BindingDB using IC50 measurements. Task: Regression. Given a target protein amino acid sequence and a drug SMILES string, predict the binding affinity score between them. We predict pIC50 (pIC50 = -log10(IC50 in M); higher means more potent). Dataset: bindingdb_ic50. The drug is Oc1ccc(-c2cnc(-c3cccc(O)c3)o2)cc1. The target protein (P14061) has sequence MARTVVLITGCSSGIGLHLAVRLASDPSQSFKVYATLRDLKTQGRLWEAARALACPPGSLETLQLDVRDSKSVAAARERVTEGRVDVLVCNAGLGLLGPLEALGEDAVASVLDVNVVGTVRMLQAFLPDMKRRGSGRVLVTGSVGGLMGLPFNDVYCASKFALEGLCESLAVLLLPFGVHLSLIECGPVHTAFMEKVLGSPEEVLDRTDIHTFHRFYQYLAHSKQVFREAAQNPEEVAEVFLTALRAPKPTLRYFTTERFLPLLRMRLDDPSGSNYVTAMHREVFGDVPAKAEAGAEAGGGAGPGAEDEAGRGAVGDPELGDPPAAPQ. The pIC50 is 6.5.